Dataset: Full USPTO retrosynthesis dataset with 1.9M reactions from patents (1976-2016). Task: Predict the reactants needed to synthesize the given product. (1) Given the product [Cl:21][C:22]1[N:30]=[CH:29][N:28]=[C:27]2[C:23]=1[N:24]=[CH:25][N:26]2[C@H:31]1[C@@H:35]2[O:36][C:37]([CH3:40])([CH3:39])[O:38][C@@H:34]2[C@@H:33]([CH:41]=[CH:7][S:4]([O:3][CH2:1][CH3:2])(=[O:5])=[O:6])[O:32]1, predict the reactants needed to synthesize it. The reactants are: [CH2:1]([O:3][S:4]([CH2:7]P(OCC)(OCC)=O)(=[O:6])=[O:5])[CH3:2].C([Li])CCC.[Cl:21][C:22]1[N:30]=[CH:29][N:28]=[C:27]2[C:23]=1[N:24]=[CH:25][N:26]2[CH:31]1[CH:35]2[O:36][C:37]([CH3:40])([CH3:39])[O:38][CH:34]2[CH:33]([CH:41]=O)[O:32]1. (2) Given the product [CH2:1]([N:8]1[CH2:13][C:12](=[O:14])[NH:11][C@H:10]([CH2:15][C:16]([NH:20][C:21]2[CH:26]=[CH:25][CH:24]=[CH:23][CH:22]=2)=[O:18])[C:9]1=[O:19])[C:2]1[CH:3]=[CH:4][CH:5]=[CH:6][CH:7]=1, predict the reactants needed to synthesize it. The reactants are: [CH2:1]([N:8]1[CH2:13][C:12](=[O:14])[NH:11][C@H:10]([CH2:15][C:16]([OH:18])=O)[C:9]1=[O:19])[C:2]1[CH:7]=[CH:6][CH:5]=[CH:4][CH:3]=1.[NH2:20][C:21]1[CH:26]=[CH:25][CH:24]=[CH:23][CH:22]=1.CN(C(ON1N=NC2C=CC=NC1=2)=[N+](C)C)C.F[P-](F)(F)(F)(F)F.Cl. (3) Given the product [F:7][C:8]1[CH:9]=[C:10]2[C:15](=[CH:16][CH:17]=1)[N:14]=[C:13]([CH:18]=[O:2])[N:12]([C:23]1[C:24]([CH3:29])=[N:25][CH:26]=[CH:27][CH:28]=1)[C:11]2=[O:30], predict the reactants needed to synthesize it. The reactants are: I([O-])(=O)(=O)=[O:2].[Na+].[F:7][C:8]1[CH:9]=[C:10]2[C:15](=[CH:16][CH:17]=1)[N:14]=[C:13]([CH:18]=CN(C)C)[N:12]([C:23]1[C:24]([CH3:29])=[N:25][CH:26]=[CH:27][CH:28]=1)[C:11]2=[O:30]. (4) Given the product [Cl:22][C:23]([Cl:27])=[CH:24][CH2:25][O:20][C:18]1[CH:19]=[C:2]([Cl:1])[C:3]([O:4][CH2:5][CH2:6][CH2:7][NH:8][C:9]([O:11][C:12]([CH3:14])([CH3:15])[CH3:13])=[O:10])=[C:16]([Cl:21])[CH:17]=1, predict the reactants needed to synthesize it. The reactants are: [Cl:1][C:2]1[CH:19]=[C:18]([OH:20])[CH:17]=[C:16]([Cl:21])[C:3]=1[O:4][CH2:5][CH2:6][CH2:7][NH:8][C:9]([O:11][C:12]([CH3:15])([CH3:14])[CH3:13])=[O:10].[Cl:22][C:23](Cl)([Cl:27])[CH2:24][CH2:25]Cl.C(=O)([O-])[O-].[K+].[K+].